Task: Predict which catalyst facilitates the given reaction.. Dataset: Catalyst prediction with 721,799 reactions and 888 catalyst types from USPTO (1) Reactant: [C:1]([O:5][C:6]([NH:8][CH2:9][C@H:10]1[CH2:15][CH2:14][C@H:13]([C:16]([NH:18][C@H:19]([C:37](=[O:50])[NH:38][C:39]2[CH:44]=[CH:43][C:42]([C:45]3[N:46]=[N:47][NH:48][N:49]=3)=[CH:41][CH:40]=2)[CH2:20][C:21]2[CH:26]=[CH:25][C:24]([C:27]3[CH:32]=[CH:31][C:30]([C:33]([OH:35])=O)=[CH:29][C:28]=3[CH3:36])=[CH:23][CH:22]=2)=[O:17])[CH2:12][CH2:11]1)=[O:7])([CH3:4])([CH3:3])[CH3:2].F[P-](F)(F)(F)(F)F.C[N:59](C(ON1C2=NC=CC=C2N=N1)=[N+](C)C)C.C(N(CC)C(C)C)(C)C.N. Product: [C:33]([C:30]1[CH:31]=[CH:32][C:27]([C:24]2[CH:23]=[CH:22][C:21]([CH2:20][C@H:19]([NH:18][C:16]([C@H:13]3[CH2:12][CH2:11][C@H:10]([CH2:9][NH:8][C:6](=[O:7])[O:5][C:1]([CH3:2])([CH3:4])[CH3:3])[CH2:15][CH2:14]3)=[O:17])[C:37](=[O:50])[NH:38][C:39]3[CH:40]=[CH:41][C:42]([C:45]4[N:49]=[N:48][NH:47][N:46]=4)=[CH:43][CH:44]=3)=[CH:26][CH:25]=2)=[C:28]([CH3:36])[CH:29]=1)(=[O:35])[NH2:59]. The catalyst class is: 83. (2) The catalyst class is: 4. Product: [C:1]([C:5]1[CH:6]=[C:7]([OH:11])[CH:8]=[CH:9][C:10]=1[Cl:15])([CH3:4])([CH3:2])[CH3:3]. Reactant: [C:1]([C:5]1[CH:6]=[C:7]([OH:11])[CH:8]=[CH:9][CH:10]=1)([CH3:4])([CH3:3])[CH3:2].S(Cl)([Cl:15])(=O)=O. (3) Reactant: [CH3:1][C:2]1[C:7]2[NH:8][C:9]3[C:14]([C:6]=2[CH:5]=[CH:4][N:3]=1)=[CH:13][CH:12]=[C:11]([OH:15])[CH:10]=3.O.[OH-].[K+].[Br:19][CH:20]=[C:21]([F:23])[F:22]. Product: [Br:19][CH2:20][C:21]([F:23])([F:22])[O:15][C:11]1[CH:10]=[C:9]2[C:14]([C:6]3[CH:5]=[CH:4][N:3]=[C:2]([CH3:1])[C:7]=3[NH:8]2)=[CH:13][CH:12]=1. The catalyst class is: 10. (4) Reactant: [Br:1][C:2]1[C:3]([C:10]([OH:12])=O)=[N:4][C:5]([S:8][CH3:9])=[N:6][CH:7]=1.Cl.[CH3:14][NH:15][O:16][CH3:17].CN(C(ON1N=NC2C=CC=NC1=2)=[N+](C)C)C.F[P-](F)(F)(F)(F)F.C(N(CC)C(C)C)(C)C. Product: [Br:1][C:2]1[C:3]([C:10]([N:15]([O:16][CH3:17])[CH3:14])=[O:12])=[N:4][C:5]([S:8][CH3:9])=[N:6][CH:7]=1. The catalyst class is: 2. (5) Product: [CH2:1]([O:3][C:4]([C:6]1[C:10]([CH3:11])=[CH:9][NH:8][C:7]=1[CH2:12][C:13](=[O:15])[NH:16][CH2:17][CH2:18][NH:19][C:20](=[O:22])[CH3:21])=[O:5])[CH3:2]. The catalyst class is: 46. Reactant: [CH2:1]([O:3][C:4]([C:6]1[C:10]([CH3:11])=[CH:9][NH:8][C:7]=1[CH2:12][C:13]([OH:15])=O)=[O:5])[CH3:2].[NH2:16][CH2:17][CH2:18][NH:19][C:20](=[O:22])[CH3:21].Cl.C(N=C=NCCCN(C)C)C.ON1C2C=CC=CC=2N=N1.[OH-].[Na+]. (6) Reactant: Cl[C:2]1[N:7]=[N:6][C:5]([N:8]([CH2:16][C:17]2([C:21]3[C:26]([F:27])=[CH:25][CH:24]=[CH:23][N:22]=3)[CH2:20][CH2:19][CH2:18]2)[C:9](=[O:15])[O:10][C:11]([CH3:14])([CH3:13])[CH3:12])=[CH:4][CH:3]=1.[S:28]1[C:32]([C:33]([O:35][CH2:36][CH3:37])=[O:34])=[CH:31][N:30]=[CH:29]1.CC(P(C(C)(C)C)C1C(C2C=CC=CC=2)=CC=CC=1)(C)C.C([O-])([O-])=O.[Cs+].[Cs+]. Product: [C:11]([O:10][C:9]([N:8]([CH2:16][C:17]1([C:21]2[C:26]([F:27])=[CH:25][CH:24]=[CH:23][N:22]=2)[CH2:20][CH2:19][CH2:18]1)[C:5]1[N:6]=[N:7][C:2]([C:29]2[S:28][C:32]([C:33]([O:35][CH2:36][CH3:37])=[O:34])=[CH:31][N:30]=2)=[CH:3][CH:4]=1)=[O:15])([CH3:14])([CH3:13])[CH3:12]. The catalyst class is: 222. (7) Reactant: I[C:2]1[CH:11]=[CH:10][C:5]([C:6]([O:8][CH3:9])=[O:7])=[CH:4][CH:3]=1.C([Mg]Cl)(C)C.N#N.[F:19][C:20]([F:30])([F:29])[C:21]1[CH:28]=[CH:27][C:24]([CH:25]=[O:26])=[CH:23][CH:22]=1. Product: [OH:26][CH:25]([C:24]1[CH:23]=[CH:22][C:21]([C:20]([F:19])([F:29])[F:30])=[CH:28][CH:27]=1)[C:2]1[CH:11]=[CH:10][C:5]([C:6]([O:8][CH3:9])=[O:7])=[CH:4][CH:3]=1. The catalyst class is: 1. (8) Reactant: [C:1]([O:5][C:6]([N:8]1[CH2:13][CH2:12][CH2:11][CH:10]([CH2:14][OH:15])[CH2:9]1)=[O:7])([CH3:4])([CH3:3])[CH3:2].[H-].[Na+].I[CH3:19]. Product: [C:1]([O:5][C:6]([N:8]1[CH2:13][CH2:12][CH2:11][CH:10]([CH2:14][O:15][CH3:19])[CH2:9]1)=[O:7])([CH3:4])([CH3:3])[CH3:2]. The catalyst class is: 56. (9) Reactant: [F:1][C:2]([F:22])([F:21])[C:3]1[CH:7]=[CH:6][N:5]([CH:8]2[CH2:13][CH2:12][N:11](C(OC(C)(C)C)=O)[CH2:10][CH2:9]2)[N:4]=1.FC(F)(F)C(O)=O. Product: [F:22][C:2]([F:1])([F:21])[C:3]1[CH:7]=[CH:6][N:5]([CH:8]2[CH2:9][CH2:10][NH:11][CH2:12][CH2:13]2)[N:4]=1. The catalyst class is: 4.